Dataset: TCR-epitope binding with 47,182 pairs between 192 epitopes and 23,139 TCRs. Task: Binary Classification. Given a T-cell receptor sequence (or CDR3 region) and an epitope sequence, predict whether binding occurs between them. (1) The epitope is KLSYGIATV. The TCR CDR3 sequence is CASSQEGPWTGVWEQYF. Result: 1 (the TCR binds to the epitope). (2) The epitope is TPINLVRDL. The TCR CDR3 sequence is CSVQGRTGGSYNEQFF. Result: 1 (the TCR binds to the epitope). (3) The epitope is AYILFTRFFYV. The TCR CDR3 sequence is CSVEAGQGGYGYTF. Result: 1 (the TCR binds to the epitope). (4) Result: 0 (the TCR does not bind to the epitope). The epitope is YLDAYNMMI. The TCR CDR3 sequence is CASSPVARGPYEQYF. (5) The epitope is NLVPMVATV. The TCR CDR3 sequence is CATSDFGDGGYEQFF. Result: 1 (the TCR binds to the epitope). (6) The epitope is FRYMNSQGL. The TCR CDR3 sequence is CASSTGPQSSYEQYF. Result: 1 (the TCR binds to the epitope).